From a dataset of Peptide-MHC class II binding affinity with 134,281 pairs from IEDB. Regression. Given a peptide amino acid sequence and an MHC pseudo amino acid sequence, predict their binding affinity value. This is MHC class II binding data. (1) The peptide sequence is YDNDNPYRTWHYCGS. The MHC is DRB1_1101 with pseudo-sequence DRB1_1101. The binding affinity (normalized) is 0. (2) The peptide sequence is VKLVDANGKLHDKKS. The MHC is DRB1_0401 with pseudo-sequence DRB1_0401. The binding affinity (normalized) is 0.0829. (3) The peptide sequence is WTQSLRRGLSAWTTS. The MHC is DRB1_0901 with pseudo-sequence DRB1_0901. The binding affinity (normalized) is 0.757. (4) The peptide sequence is KVAATAANAAPANDKFTVFE. The MHC is DRB3_0202 with pseudo-sequence DRB3_0202. The binding affinity (normalized) is 0.830.